From a dataset of Forward reaction prediction with 1.9M reactions from USPTO patents (1976-2016). Predict the product of the given reaction. (1) Given the reactants [O:1]=[C:2]([CH2:11][CH2:12][C:13]([O:15][CH:16]([CH3:18])[CH3:17])=[O:14])[CH2:3][CH2:4][C:5]([O:7][CH:8]([CH3:10])[CH3:9])=[O:6].[CH2:19](O)[CH2:20][OH:21].C1(C)C=CC(S([O-])(=O)=O)=CC=1.[NH+]1C=CC=CC=1, predict the reaction product. The product is: [O:1]1[CH2:19][CH2:20][O:21][C:2]1([CH2:3][CH2:4][C:5]([O:7][CH:8]([CH3:10])[CH3:9])=[O:6])[CH2:11][CH2:12][C:13]([O:15][CH:16]([CH3:18])[CH3:17])=[O:14]. (2) Given the reactants [OH:1][C:2]1[C:15]2[C:14](=[O:16])[C:13]3[C:8](=[CH:9][CH:10]=[CH:11][CH:12]=3)[O:7][C:6]=2[CH:5]=[C:4]([OH:17])[CH:3]=1.C([O-])([O-])=O.[K+].[K+].[CH2:24](Br)[C:25]1[CH:30]=[CH:29][CH:28]=[CH:27][CH:26]=1.Cl, predict the reaction product. The product is: [CH2:24]([O:17][C:4]1[CH:3]=[C:2]([OH:1])[C:15]2[C:14](=[O:16])[C:13]3[C:8]([O:7][C:6]=2[CH:5]=1)=[CH:9][CH:10]=[CH:11][CH:12]=3)[C:25]1[CH:30]=[CH:29][CH:28]=[CH:27][CH:26]=1. (3) Given the reactants [Cl:1][C:2]1[C:3]([N:8]2[C:12]([C:13]3[O:18][C:17](=[O:19])[C:16]4[CH:20]=[C:21](I)[CH:22]=[C:23]([CH3:24])[C:15]=4[N:14]=3)=[CH:11][C:10]([C:26]([F:29])([F:28])[F:27])=[N:9]2)=[N:4][CH:5]=[CH:6][CH:7]=1.[CH:30]([NH2:33])([CH3:32])[CH3:31], predict the reaction product. The product is: [Cl:1][C:2]1[C:3]([N:8]2[C:12]([C:13]([NH:14][C:15]3[C:16]([C:17]([NH:33][CH:30]([CH3:32])[CH3:31])=[O:19])=[CH:20][C:21]([C:17]([O:18][CH3:13])=[O:19])=[CH:22][C:23]=3[CH3:24])=[O:18])=[CH:11][C:10]([C:26]([F:28])([F:27])[F:29])=[N:9]2)=[N:4][CH:5]=[CH:6][CH:7]=1. (4) Given the reactants [Cl:1][C:2]1[N:7]=[C:6]([NH:8][C:9]2[CH:10]=[C:11]([CH2:15][CH2:16][C:17]3[N:22]=[C:21]([NH:23]C(=O)OC(C)(C)C)[CH:20]=[CH:19][CH:18]=3)[CH:12]=[CH:13][CH:14]=2)[C:5]([F:31])=[CH:4][N:3]=1.[ClH:32], predict the reaction product. The product is: [ClH:1].[ClH:32].[NH2:23][C:21]1[N:22]=[C:17]([CH2:16][CH2:15][C:11]2[CH:10]=[C:9]([NH:8][C:6]3[C:5]([F:31])=[CH:4][N:3]=[C:2]([Cl:1])[N:7]=3)[CH:14]=[CH:13][CH:12]=2)[CH:18]=[CH:19][CH:20]=1. (5) Given the reactants [C:1]([O:5][C:6]([NH:8][C@@H:9]([CH2:14][CH2:15][CH2:16][C:17]([CH3:22])([N+:19]([O-])=O)[CH3:18])[C:10]([O:12][CH3:13])=[O:11])=[O:7])([CH3:4])([CH3:3])[CH3:2], predict the reaction product. The product is: [CH3:13][O:12][C:10](=[O:11])[C@H:9]([CH2:14][CH2:15][CH2:16][C:17]([CH3:22])([CH3:18])[NH2:19])[NH:8][C:6]([O:5][C:1]([CH3:4])([CH3:2])[CH3:3])=[O:7].